This data is from Full USPTO retrosynthesis dataset with 1.9M reactions from patents (1976-2016). The task is: Predict the reactants needed to synthesize the given product. (1) Given the product [F:13][C:14]([F:19])([F:18])[CH:15]([O:17][C:2]1[N:3]=[CH:4][C:5]([C:6]([OH:8])=[O:7])=[CH:9][CH:10]=1)[CH3:16], predict the reactants needed to synthesize it. The reactants are: Cl[C:2]1[CH:10]=[CH:9][C:5]([C:6]([OH:8])=[O:7])=[CH:4][N:3]=1.[OH-].[K+].[F:13][C:14]([F:19])([F:18])[CH:15]([OH:17])[CH3:16].Cl. (2) Given the product [NH2:17][C:8]1[C:7]2[N:6]=[C:5]([CH2:18][CH2:19][CH3:20])[N:4]([CH2:3][C:2]([CH3:28])([CH3:1])[CH2:21][C:22](=[O:23])[CH3:27])[C:16]=2[C:15]2[CH:14]=[CH:13][CH:12]=[CH:11][C:10]=2[N:9]=1, predict the reactants needed to synthesize it. The reactants are: [CH3:1][C:2]([CH3:28])([CH2:21][C:22]1([CH3:27])OCC[O:23]1)[CH2:3][N:4]1[C:16]2[C:15]3[CH:14]=[CH:13][CH:12]=[CH:11][C:10]=3[N:9]=[C:8]([NH2:17])[C:7]=2[N:6]=[C:5]1[CH2:18][CH2:19][CH3:20].Cl.